This data is from Reaction yield outcomes from USPTO patents with 853,638 reactions. The task is: Predict the reaction yield, written as a fraction of the theoretical maximum amount of product (1.0 means a 100% yield; for example, 0.34 means a 34% yield). (1) The reactants are Cl.[Cl:2][C:3]1[CH:4]=[C:5]2[C:9](=[CH:10][CH:11]=1)[NH:8][CH:7]=[C:6]2[CH2:12][CH2:13][NH2:14].C1CN([P+](ON2N=NC3C=CC=CC2=3)(N2CCCC2)N2CCCC2)CC1.F[P-](F)(F)(F)(F)F.C(N(CC)C(C)C)(C)C.[CH3:57][O:58][C:59]1[CH:64]=[CH:63][C:62]([N:65]2[CH2:69][CH2:68][CH:67]([C:70](O)=[O:71])[C:66]2=[O:73])=[CH:61][CH:60]=1. The catalyst is CN(C=O)C. The product is [Cl:2][C:3]1[CH:4]=[C:5]2[C:9](=[CH:10][CH:11]=1)[NH:8][CH:7]=[C:6]2[CH2:12][CH2:13][NH:14][C:70]([CH:67]1[CH2:68][CH2:69][N:65]([C:62]2[CH:63]=[CH:64][C:59]([O:58][CH3:57])=[CH:60][CH:61]=2)[C:66]1=[O:73])=[O:71]. The yield is 0.420. (2) The reactants are [C:1]1([CH3:10])[CH:6]=[CH:5][CH:4]=[C:3]([C:7](=O)[CH3:8])[CH:2]=1.[NH2:11][C:12]1[S:13]/[C:14](=[CH:18]\[C:19]2[CH:24]=[C:23]([O:25][CH3:26])[C:22]([OH:27])=[C:21]([Cl:28])[CH:20]=2)/[C:15](=[O:17])[N:16]=1. No catalyst specified. The product is [Cl:28][C:21]1[CH:20]=[C:19](/[CH:18]=[C:14]2/[C:15](=[O:17])[N:16]3[CH:8]=[C:7]([C:3]4[CH:2]=[C:1]([CH3:10])[CH:6]=[CH:5][CH:4]=4)[N:11]=[C:12]3[S:13]/2)[CH:24]=[C:23]([O:25][CH3:26])[C:22]=1[OH:27]. The yield is 0.110.